Dataset: Forward reaction prediction with 1.9M reactions from USPTO patents (1976-2016). Task: Predict the product of the given reaction. (1) Given the reactants [C:1]([C:4]1[CH:14]=[CH:13][C:7]([O:8][CH2:9][C:10]([O-:12])=O)=[CH:6][C:5]=1[NH2:15])(=[O:3])[CH3:2].[Li+].CN(C([O:24][N:25]1N=N[C:27]2[CH:28]=[CH:29][CH:30]=[CH:31][C:26]1=2)=[N+](C)C)C.F[P-](F)(F)(F)(F)F.CN(C=[O:45])C.CC[N:48]([CH:52](C)C)C(C)C, predict the reaction product. The product is: [C:1]([C:4]1[CH:14]=[CH:13][C:7]([O:8][CH2:9][C:10]([NH:48][CH2:52][C:30]2[CH:29]=[CH:28][CH:27]=[C:26]([N+:25]([O-:24])=[O:45])[CH:31]=2)=[O:12])=[CH:6][C:5]=1[NH2:15])(=[O:3])[CH3:2]. (2) Given the reactants [CH3:1][C:2]1(C(OC)=O)[CH2:8][CH2:7][CH2:6][C:5]2[CH:9]=[CH:10][CH:11]=[CH:12][C:4]=2[C:3]1=[O:13].Cl, predict the reaction product. The product is: [CH3:1][CH:2]1[CH2:8][CH2:7][CH2:6][C:5]2[CH:9]=[CH:10][CH:11]=[CH:12][C:4]=2[C:3]1=[O:13]. (3) Given the reactants [CH:1]1([Mg]Br)[CH2:3][CH2:2]1.Br[C:7]1[CH:12]=[CH:11][C:10]([CH2:13][C:14]#[N:15])=[CH:9][CH:8]=1, predict the reaction product. The product is: [CH:1]1([C:7]2[CH:12]=[CH:11][C:10]([CH2:13][C:14]#[N:15])=[CH:9][CH:8]=2)[CH2:3][CH2:2]1. (4) Given the reactants [F:1][C:2]1[CH:7]=[C:6]([N:8]2[CH2:12][C@H:11]([CH2:13][N:14]3[CH:18]=[CH:17][N:16]=[N:15]3)[O:10][C:9]2=[O:19])[CH:5]=[CH:4][C:3]=1[C:20]1[CH:25]=[CH:24][C:23]([CH2:26][NH:27][CH2:28][C:29]2[N:30]=[N:31][N:32](CC3C=CC(OC)=CC=3)[CH:33]=2)=[CH:22][CH:21]=1, predict the reaction product. The product is: [F:1][C:2]1[CH:7]=[C:6]([N:8]2[CH2:12][C@H:11]([CH2:13][N:14]3[CH:18]=[CH:17][N:16]=[N:15]3)[O:10][C:9]2=[O:19])[CH:5]=[CH:4][C:3]=1[C:20]1[CH:21]=[CH:22][C:23]([CH2:26][NH:27][CH2:28][C:29]2[N:30]=[N:31][NH:32][CH:33]=2)=[CH:24][CH:25]=1.[CH2:11]([O:10][C:9](=[O:19])[NH:8][C:6]1[CH:5]=[CH:4][CH:3]=[C:2]([F:1])[CH:7]=1)[C:13]1[CH:6]=[CH:7][CH:2]=[CH:3][CH:4]=1. (5) Given the reactants [CH3:1][N:2]1[C:10]2[C:5](=[CH:6][CH:7]=[CH:8][CH:9]=2)[C:4]([CH2:11][CH:12]([NH2:16])[C:13]([OH:15])=O)=[CH:3]1.[Cl:17][C:18]1[CH:23]=[CH:22][C:21]([N:24]=[C:25]=[O:26])=[CH:20][CH:19]=1.[CH3:27][N:28]1[CH2:32][CH2:31][N:30]=[C:29]1[C:33]1[CH:38]=[CH:37][C:36]([NH2:39])=[CH:35][CH:34]=1.C(Cl)CCl, predict the reaction product. The product is: [CH3:27][N:28]1[CH2:32][CH2:31][N:30]=[C:29]1[C:33]1[CH:38]=[CH:37][C:36]([NH:39][C:13](=[O:15])[CH:12]([CH2:11][C:4]2[C:5]3[C:10](=[CH:9][CH:8]=[CH:7][CH:6]=3)[N:2]([CH3:1])[CH:3]=2)[NH:16][C:25]([NH:24][C:21]2[CH:22]=[CH:23][C:18]([Cl:17])=[CH:19][CH:20]=2)=[O:26])=[CH:35][CH:34]=1.